This data is from Full USPTO retrosynthesis dataset with 1.9M reactions from patents (1976-2016). The task is: Predict the reactants needed to synthesize the given product. Given the product [F:1][C:2]([F:11])([F:12])[C:3]1[CH:4]=[C:5]([NH:9][NH:10][C:15](=[O:16])[C:14]([F:25])([F:24])[F:13])[CH:6]=[CH:7][CH:8]=1, predict the reactants needed to synthesize it. The reactants are: [F:1][C:2]([F:12])([F:11])[C:3]1[CH:4]=[C:5]([NH:9][NH2:10])[CH:6]=[CH:7][CH:8]=1.[F:13][C:14]([F:25])([F:24])[C:15](O[C:15](=[O:16])[C:14]([F:25])([F:24])[F:13])=[O:16].